Dataset: Catalyst prediction with 721,799 reactions and 888 catalyst types from USPTO. Task: Predict which catalyst facilitates the given reaction. Reactant: Cl.Cl.[CH3:3][N:4]([CH3:39])[CH2:5][CH2:6][N:7]([CH2:28][C:29]1[CH:34]=[CH:33][CH:32]=[CH:31][C:30]=1[C:35]([F:38])([F:37])[F:36])[C:8]([CH2:10][N:11]([C:18]1[CH:27]=[CH:26][CH:25]=[C:24]2[C:19]=1[CH2:20][CH2:21][NH:22][CH2:23]2)C(=O)C(F)(F)F)=[O:9].I[C:41]1[CH:46]=[CH:45][CH:44]=[CH:43][CH:42]=1.CC(C)([O-])C.[Na+]. Product: [CH3:3][N:4]([CH3:39])[CH2:5][CH2:6][N:7]([CH2:28][C:29]1[CH:34]=[CH:33][CH:32]=[CH:31][C:30]=1[C:35]([F:38])([F:37])[F:36])[C:8](=[O:9])[CH2:10][NH:11][C:18]1[CH:27]=[CH:26][CH:25]=[C:24]2[C:19]=1[CH2:20][CH2:21][N:22]([C:41]1[CH:46]=[CH:45][CH:44]=[CH:43][CH:42]=1)[CH2:23]2. The catalyst class is: 101.